From a dataset of hERG potassium channel inhibition data for cardiac toxicity prediction from Karim et al.. Regression/Classification. Given a drug SMILES string, predict its toxicity properties. Task type varies by dataset: regression for continuous values (e.g., LD50, hERG inhibition percentage) or binary classification for toxic/non-toxic outcomes (e.g., AMES mutagenicity, cardiotoxicity, hepatotoxicity). Dataset: herg_karim. (1) The molecule is O=C(/C=C/c1ccc2c(c1)CN(S(=O)(=O)c1ccccc1)C2)NO. The result is 0 (non-blocker). (2) The molecule is CCCNS(=O)(=O)c1ccc(-c2ccc(CCN3CCCC3C)cc2)cc1. The result is 1 (blocker). (3) The molecule is CN(C)CCC1CCN(c2cc(C(=O)NC[C@H]3CC[C@H](CNC(=O)OCC(C)(C)C)CC3)c3ccccc3n2)CC1. The result is 0 (non-blocker). (4) The compound is COCC(O)COc1cn2ncnc(Oc3ccc4[nH]c(C)cc4c3F)c2c1C. The result is 0 (non-blocker). (5) The compound is O=C(O)CCCOc1cccc(CCCCCCOc2cc(-c3ccccc3)cc(-c3ccccc3)c2)c1CCC(=O)O. The result is 1 (blocker). (6) The molecule is CC(C)(C)NC(=O)C1c2ccccc2C(=O)N1Cc1ccc(F)cc1-c1ccccc1. The result is 0 (non-blocker).